This data is from Full USPTO retrosynthesis dataset with 1.9M reactions from patents (1976-2016). The task is: Predict the reactants needed to synthesize the given product. (1) Given the product [Cl:1][C:2]1[CH:3]=[C:4]2[C:8](=[CH:9][CH:10]=1)[NH:7][C:6](=[O:11])[C:5]2=[CH:12][C:13]1[O:17][C:16]([C:18]2[CH:19]=[C:20]([C:21]([N:65]3[CH2:66][CH2:67][CH2:68][N:62]([CH3:61])[CH2:63][CH2:64]3)=[O:22])[CH:24]=[CH:25][C:26]=2[F:27])=[CH:15][CH:14]=1, predict the reactants needed to synthesize it. The reactants are: [Cl:1][C:2]1[CH:3]=[C:4]2[C:8](=[CH:9][CH:10]=1)[NH:7][C:6](=[O:11])[C:5]2=[CH:12][C:13]1[O:17][C:16]([C:18]2[CH:19]=[C:20]([CH:24]=[CH:25][C:26]=2[F:27])[C:21](O)=[O:22])=[CH:15][CH:14]=1.CN(C(ON1N=NC2C=CC=CC1=2)=[N+](C)C)C.F[P-](F)(F)(F)(F)F.CCN(C(C)C)C(C)C.[CH3:61][N:62]1[CH2:68][CH2:67][CH2:66][NH:65][CH2:64][CH2:63]1. (2) Given the product [C:9]1([N:8]2[CH2:2][CH2:3][NH:4][CH2:5][C:6]2=[O:7])[CH:14]=[CH:13][CH:12]=[CH:11][CH:10]=1, predict the reactants needed to synthesize it. The reactants are: O[CH2:2][CH2:3][NH:4][CH2:5][C:6]([NH:8][C:9]1[CH:14]=[CH:13][CH:12]=[CH:11][CH:10]=1)=[O:7].C(P(CCCC)CCCC)CCC. (3) The reactants are: [S:1]1[CH:5]=[C:4]([NH:6][C:7](=[O:13])[O:8][C:9]([CH3:12])([CH3:11])[CH3:10])[N:3]=[CH:2]1.C[Si](C)(C)[N-][Si](C)(C)C.[Li+].[C:24]([C:26]1[CH:27]=[C:28]([S:33](Cl)(=[O:35])=[O:34])[CH:29]=[CH:30][C:31]=1[F:32])#[N:25].[Cl-].[NH4+]. Given the product [C:24]([C:26]1[CH:27]=[C:28]([S:33]([N:6]([C:4]2[N:3]=[CH:2][S:1][CH:5]=2)[C:7](=[O:13])[O:8][C:9]([CH3:10])([CH3:12])[CH3:11])(=[O:35])=[O:34])[CH:29]=[CH:30][C:31]=1[F:32])#[N:25], predict the reactants needed to synthesize it.